Dataset: Forward reaction prediction with 1.9M reactions from USPTO patents (1976-2016). Task: Predict the product of the given reaction. (1) Given the reactants [F:1][C:2]([F:15])([F:14])[O:3][C:4]1[CH:9]=[CH:8][CH:7]=[CH:6][C:5]=1[CH2:10][C:11]([OH:13])=[O:12].C([Li])CCC.Br[CH2:22][CH2:23][CH2:24][Cl:25], predict the reaction product. The product is: [Cl:25][CH2:24][CH2:23][CH2:22][CH:10]([C:5]1[CH:6]=[CH:7][CH:8]=[CH:9][C:4]=1[O:3][C:2]([F:14])([F:15])[F:1])[C:11]([OH:13])=[O:12]. (2) Given the reactants [Cl:1][C:2]1[N:17]=[C:16]([Cl:18])[CH:15]=[CH:14][C:3]=1[C:4]([N:6]([CH2:8][CH:9](OC)[O:10]C)[CH3:7])=[O:5].C(O)(C(F)(F)F)=O.O, predict the reaction product. The product is: [Cl:1][C:2]1[N:17]=[C:16]([Cl:18])[CH:15]=[CH:14][C:3]=1[C:4]([N:6]([CH3:7])[CH2:8][CH:9]=[O:10])=[O:5]. (3) Given the reactants [F:1][C:2]1[CH:8]=[CH:7][C:6]([N+:9]([O-:11])=[O:10])=[CH:5][C:3]=1[NH2:4].CO[CH:14]=[C:15]1[C:20](=[O:21])[O:19][C:18]([CH2:24]C)([CH2:22]C)[O:17][C:16]1=[O:26], predict the reaction product. The product is: [F:1][C:2]1[CH:8]=[CH:7][C:6]([N+:9]([O-:11])=[O:10])=[CH:5][C:3]=1[NH:4][CH:14]=[C:15]1[C:16](=[O:26])[O:17][C:18]([CH3:22])([CH3:24])[O:19][C:20]1=[O:21].